Dataset: Peptide-MHC class II binding affinity with 134,281 pairs from IEDB. Task: Regression. Given a peptide amino acid sequence and an MHC pseudo amino acid sequence, predict their binding affinity value. This is MHC class II binding data. (1) The peptide sequence is HEMNNGGDAMYMALI. The MHC is DRB1_1101 with pseudo-sequence DRB1_1101. The binding affinity (normalized) is 0.299. (2) The peptide sequence is SGRVTRDSRRLRRIC. The MHC is DRB1_0701 with pseudo-sequence DRB1_0701. The binding affinity (normalized) is 0.189. (3) The peptide sequence is CAKFTCAKSMSLFEVKK. The MHC is HLA-DQA10103-DQB10603 with pseudo-sequence HLA-DQA10103-DQB10603. The binding affinity (normalized) is 0.489. (4) The binding affinity (normalized) is 0.386. The MHC is DRB1_0404 with pseudo-sequence DRB1_0404. The peptide sequence is PCSGSWLRDIWDWICEVLSD. (5) The peptide sequence is CAATAGTTVYGAFAA. The MHC is HLA-DPA10103-DPB10401 with pseudo-sequence HLA-DPA10103-DPB10401. The binding affinity (normalized) is 0.206. (6) The peptide sequence is ISATPEWATPFPHRK. The MHC is DRB1_0802 with pseudo-sequence DRB1_0802. The binding affinity (normalized) is 0.140. (7) The peptide sequence is TYSQLMTLKDAKMLQ. The MHC is DRB1_1302 with pseudo-sequence DRB1_1302. The binding affinity (normalized) is 0.183. (8) The peptide sequence is AALPAVGAAAGAPAA. The MHC is HLA-DPA10301-DPB10402 with pseudo-sequence HLA-DPA10301-DPB10402. The binding affinity (normalized) is 0.200. (9) The peptide sequence is AGDGDVVAVDIKEKG. The MHC is DRB1_1001 with pseudo-sequence DRB1_1001. The binding affinity (normalized) is 0. (10) The peptide sequence is LSSNDLAKYKANWIE. The MHC is DRB1_0901 with pseudo-sequence DRB1_0901. The binding affinity (normalized) is 0.189.